Dataset: Peptide-MHC class I binding affinity with 185,985 pairs from IEDB/IMGT. Task: Regression. Given a peptide amino acid sequence and an MHC pseudo amino acid sequence, predict their binding affinity value. This is MHC class I binding data. (1) The peptide sequence is TDADTICIGY. The MHC is Mamu-A11 with pseudo-sequence Mamu-A11. The binding affinity (normalized) is 0.181. (2) The binding affinity (normalized) is 0. The peptide sequence is PVVKDKIKL. The MHC is HLA-A02:01 with pseudo-sequence HLA-A02:01. (3) The peptide sequence is LLMPILTLT. The MHC is HLA-A02:06 with pseudo-sequence HLA-A02:06. The binding affinity (normalized) is 0.887. (4) The peptide sequence is APRGFRAAF. The MHC is HLA-B57:01 with pseudo-sequence HLA-B57:01. The binding affinity (normalized) is 0.0847. (5) The peptide sequence is LNCLTLLLSV. The MHC is HLA-A02:02 with pseudo-sequence HLA-A02:02. The binding affinity (normalized) is 0.487.